The task is: Regression. Given a target protein amino acid sequence and a drug SMILES string, predict the binding affinity score between them. We predict pKi (pKi = -log10(Ki in M); higher means stronger inhibition). Dataset: bindingdb_ki.. This data is from Drug-target binding data from BindingDB using Ki measurements. The small molecule is CSc1sc(C(=N)N)cc1-c1nc(-c2cnn(-c3ccccc3)c2OCC2CCC2)cs1. The target protein (P09871) has sequence MWCIVLFSLLAWVYAEPTMYGEILSPNYPQAYPSEVEKSWDIEVPEGYGIHLYFTHLDIELSENCAYDSVQIISGDTEEGRLCGQRSSNNPHSPIVEEFQVPYNKLQVIFKSDFSNEERFTGFAAYYVATDINECTDFVDVPCSHFCNNFIGGYFCSCPPEYFLHDDMKNCGVNCSGDVFTALIGEIASPNYPKPYPENSRCEYQIRLEKGFQVVVTLRREDFDVEAADSAGNCLDSLVFVAGDRQFGPYCGHGFPGPLNIETKSNALDIIFQTDLTGQKKGWKLRYHGDPMPCPKEDTPNSVWEPAKAKYVFRDVVQITCLDGFEVVEGRVGATSFYSTCQSNGKWSNSKLKCQPVDCGIPESIENGKVEDPESTLFGSVIRYTCEEPYYYMENGGGGEYHCAGNGSWVNEVLGPELPKCVPVCGVPREPFEEKQRIIGGSDADIKNFPWQVFFDNPWAGGALINEYWVLTAAHVVEGNREPTMYVGSTSVQTSRLAKS.... The pKi is 6.3.